Dataset: Forward reaction prediction with 1.9M reactions from USPTO patents (1976-2016). Task: Predict the product of the given reaction. (1) The product is: [C:9]([O:13][C:14]([N:16]1[CH2:21][CH2:20][CH:19]([O:8][C:4]2[CH:5]=[N:6][CH:7]=[C:2]([Br:1])[CH:3]=2)[CH2:18][CH2:17]1)=[O:15])([CH3:12])([CH3:10])[CH3:11]. Given the reactants [Br:1][C:2]1[CH:3]=[C:4]([OH:8])[CH:5]=[N:6][CH:7]=1.[C:9]([O:13][C:14]([N:16]1[CH2:21][CH2:20][CH:19](O)[CH2:18][CH2:17]1)=[O:15])([CH3:12])([CH3:11])[CH3:10].C1C(COC(/N=N\C(OCC2C=CC(Cl)=CC=2)=O)=O)=CC=C(Cl)C=1.C1(P(C2C=CC=CC=2)C2C=CC=CC=2)C=CC=CC=1, predict the reaction product. (2) Given the reactants [NH2:1][C:2]1[N:10]=[CH:9][N:8]=[C:7]2[C:3]=1[N:4]([C:32]1[CH:37]=[CH:36][C:35]([CH3:38])=[C:34]([O:39][CH3:40])[CH:33]=1)[C:5](=[O:31])[N:6]2[C:11]1[CH:12]=[CH:13][C:14]([O:26][CH2:27][CH2:28][O:29][CH3:30])=[C:15]([N:17](C)[C:18](=O)OC(C)(C)C)[CH:16]=1.C(O)(C(F)(F)F)=O, predict the reaction product. The product is: [NH2:1][C:2]1[N:10]=[CH:9][N:8]=[C:7]2[C:3]=1[N:4]([C:32]1[CH:37]=[CH:36][C:35]([CH3:38])=[C:34]([O:39][CH3:40])[CH:33]=1)[C:5](=[O:31])[N:6]2[C:11]1[CH:12]=[CH:13][C:14]([O:26][CH2:27][CH2:28][O:29][CH3:30])=[C:15]([NH:17][CH3:18])[CH:16]=1.